This data is from Reaction yield outcomes from USPTO patents with 853,638 reactions. The task is: Predict the reaction yield, written as a fraction of the theoretical maximum amount of product (1.0 means a 100% yield; for example, 0.34 means a 34% yield). (1) The reactants are [CH3:1][O:2][C:3]1[C:4]([CH3:31])=[C:5]([C:22]([O:29][CH3:30])=[C:23]([O:27][CH3:28])[C:24]=1[O:25][CH3:26])[CH2:6][C:7]1[CH:8]=[CH:9][C:10]([OH:21])=[C:11]([CH:20]=1)[C:12]([N:14]1[CH2:19][CH2:18][CH2:17][CH2:16][CH2:15]1)=[O:13].C(=O)([O-])[O-].[Na+].[Na+].Br[CH2:39][C:40]([O:42][CH3:43])=[O:41]. The catalyst is CC(C)=O. The product is [CH3:1][O:2][C:3]1[C:4]([CH3:31])=[C:5]([C:22]([O:29][CH3:30])=[C:23]([O:27][CH3:28])[C:24]=1[O:25][CH3:26])[CH2:6][C:7]1[CH:8]=[CH:9][C:10]([O:21][CH2:39][C:40]([O:42][CH3:43])=[O:41])=[C:11]([CH:20]=1)[C:12]([N:14]1[CH2:15][CH2:16][CH2:17][CH2:18][CH2:19]1)=[O:13]. The yield is 0.990. (2) The reactants are [N:1]([C:4]1[N:14]=[C:7]2[CH:8]=[CH:9][C:10]([O:12][CH3:13])=[CH:11][N:6]2[N:5]=1)=[C:2]=S.[CH2:15]([N:17]([CH2:20][CH3:21])[CH2:18][CH3:19])C.[CH:22]([N:25]=C=NC(C)C)(C)C.[C:31](=[O:34])(O)[O-].[Na+].[CH:36](Cl)(Cl)Cl. The catalyst is CN(C)C=O. The product is [CH3:13][O:12][C:10]1[CH:9]=[CH:8][C:7]2[N:6]([N:5]=[C:4]([NH:1][C:2]3[O:34][C@:31]4([CH2:22][N:25]=3)[CH:36]3[CH2:21][CH2:20][N:17]([CH2:18][CH2:19]3)[CH2:15]4)[N:14]=2)[CH:11]=1. The yield is 0.420.